From a dataset of TCR-epitope binding with 47,182 pairs between 192 epitopes and 23,139 TCRs. Binary Classification. Given a T-cell receptor sequence (or CDR3 region) and an epitope sequence, predict whether binding occurs between them. (1) The epitope is DATYQRTRALVR. The TCR CDR3 sequence is CAWSPAGLAMYEQYF. Result: 1 (the TCR binds to the epitope). (2) The epitope is RLFRKSNLK. The TCR CDR3 sequence is CASSLLGGYTF. Result: 0 (the TCR does not bind to the epitope). (3) The epitope is VLQAVGACV. The TCR CDR3 sequence is CASSQDLLAGEQYF. Result: 0 (the TCR does not bind to the epitope). (4) The epitope is YFPLQSYGF. The TCR CDR3 sequence is CASSLTGGSTDTQYF. Result: 0 (the TCR does not bind to the epitope). (5) The TCR CDR3 sequence is CASSQDLESSYGYTF. Result: 1 (the TCR binds to the epitope). The epitope is PKYVKQNTLKLAT. (6) The epitope is WICLLQFAY. The TCR CDR3 sequence is CASSYMTAYNEQFF. Result: 1 (the TCR binds to the epitope).